This data is from Catalyst prediction with 721,799 reactions and 888 catalyst types from USPTO. The task is: Predict which catalyst facilitates the given reaction. Reactant: [CH2:1]([N:8]1[CH2:13][CH2:12][NH:11][CH2:10][CH2:9]1)[C:2]1[CH:7]=[CH:6][CH:5]=[CH:4][CH:3]=1.[O:14]1[CH:18]=[CH:17][CH:16]=[C:15]1[CH2:19][CH2:20][C:21](Cl)=[O:22].C(N(CC)CC)C. Product: [CH2:1]([N:8]1[CH2:13][CH2:12][N:11]([C:21](=[O:22])[CH2:20][CH2:19][C:15]2[O:14][CH:18]=[CH:17][CH:16]=2)[CH2:10][CH2:9]1)[C:2]1[CH:3]=[CH:4][CH:5]=[CH:6][CH:7]=1. The catalyst class is: 4.